Dataset: Full USPTO retrosynthesis dataset with 1.9M reactions from patents (1976-2016). Task: Predict the reactants needed to synthesize the given product. (1) Given the product [CH2:15]([O:22][C:23]([N:25]=[C:26]([NH:29][C:30]([O:32][CH2:33][C:34]1[CH:35]=[CH:36][CH:37]=[CH:38][CH:39]=1)=[O:31])[NH:1][C:2]1[CH:14]=[CH:13][C:5]([C:6]([O:8][C:9]([CH3:10])([CH3:11])[CH3:12])=[O:7])=[CH:4][CH:3]=1)=[O:24])[C:16]1[CH:17]=[CH:18][CH:19]=[CH:20][CH:21]=1, predict the reactants needed to synthesize it. The reactants are: [NH2:1][C:2]1[CH:14]=[CH:13][C:5]([C:6]([O:8][C:9]([CH3:12])([CH3:11])[CH3:10])=[O:7])=[CH:4][CH:3]=1.[CH2:15]([O:22][C:23]([NH:25][C:26](=[N:29][C:30]([O:32][CH2:33][C:34]1[CH:39]=[CH:38][CH:37]=[CH:36][CH:35]=1)=[O:31])SC)=[O:24])[C:16]1[CH:21]=[CH:20][CH:19]=[CH:18][CH:17]=1.CCN(CC)CC. (2) Given the product [CH3:55][C:48]1[CH:47]=[CH:46][N:51]=[CH:50][C:49]=1[C:2]1[C:11]([O:12][CH3:13])=[CH:10][CH:9]=[C:8]2[C:3]=1[CH:4]=[CH:5][N:6]=[C:7]2[O:14][CH:15]1[CH2:32][CH:31]2[N:17]([C:18](=[O:44])[N:19]([CH3:43])[CH2:20][CH2:21][CH2:22][CH2:23][CH:24]=[CH:25][CH:26]3[C:28]([C:34]([NH:36][S:37]([CH:40]4[CH2:41][CH2:42]4)(=[O:39])=[O:38])=[O:35])([NH:29][C:30]2=[O:33])[CH2:27]3)[CH2:16]1, predict the reactants needed to synthesize it. The reactants are: Br[C:2]1[C:11]([O:12][CH3:13])=[CH:10][CH:9]=[C:8]2[C:3]=1[CH:4]=[CH:5][N:6]=[C:7]2[O:14][CH:15]1[CH2:32][CH:31]2[N:17]([C:18](=[O:44])[N:19]([CH3:43])[CH2:20][CH2:21][CH2:22][CH2:23][CH:24]=[CH:25][CH:26]3[C:28]([C:34]([NH:36][S:37]([CH:40]4[CH2:42][CH2:41]4)(=[O:39])=[O:38])=[O:35])([NH:29][C:30]2=[O:33])[CH2:27]3)[CH2:16]1.C[C:46]1[N:51]=[CH:50][C:49](B(O)O)=[CH:48][CH:47]=1.[C:55](=O)([O-])[O-].[Na+].[Na+]. (3) Given the product [C:86]([O:69][C:32]([NH:34][C@@H:35]([CH2:54][C:13]1[CH:14]=[C:15]([F:20])[CH:16]=[C:17]([F:19])[CH:18]=1)[CH2:36][NH:37][C@H:38]([C:40]([NH:42][C@H:43]([C:47]([NH:49][CH2:50][CH:51]([CH3:52])[CH3:53])=[O:48])[CH:44]([CH3:45])[CH3:46])=[O:41])[CH3:39])=[O:33])([CH3:92])([CH3:91])[CH3:87], predict the reactants needed to synthesize it. The reactants are: COC(=O)[C@H](C)N([C:13]1[CH:18]=[C:17]([F:19])[CH:16]=[C:15]([F:20])[CH:14]=1)C(OC(C)(C)C)=O.C(N(CCC)C(C1C=C(C=CC=1)[C:32]([NH:34][C@@H:35]([CH2:54]C1C=CC=CC=1)[CH2:36][NH:37][C@H:38]([C:40]([NH:42][C@H:43]([C:47]([NH:49][CH2:50][CH:51]([CH3:53])[CH3:52])=[O:48])[CH:44]([CH3:46])[CH3:45])=[O:41])[CH3:39])=[O:33])=O)CC.C(O[BH-](OC(=O)C)OC(=O)C)(=[O:69])C.[Na+].C1COCC1.[C:86]1([CH3:92])[CH:91]=CC=C[CH:87]=1. (4) Given the product [CH2:1]([O:8][C:9]1[N:14]=[N:13][C:12]([CH2:15][CH2:16][C:17]2[CH:18]=[N:19][C:20]3[CH2:21][CH2:22][N:23]([CH3:29])[CH2:24][C:25]=3[CH:26]=2)=[CH:11][CH:10]=1)[C:2]1[CH:3]=[CH:4][CH:5]=[CH:6][CH:7]=1, predict the reactants needed to synthesize it. The reactants are: [CH2:1]([O:8][C:9]1[N:14]=[N:13][C:12]([CH2:15][CH2:16][C:17]2[CH:18]=[N:19][C:20]3[CH2:21][CH2:22][NH:23][CH2:24][C:25]=3[CH:26]=2)=[CH:11][CH:10]=1)[C:2]1[CH:7]=[CH:6][CH:5]=[CH:4][CH:3]=1.C=O.[C:29](O)(=O)C.C(O[BH-](OC(=O)C)OC(=O)C)(=O)C.[Na+].